From a dataset of Catalyst prediction with 721,799 reactions and 888 catalyst types from USPTO. Predict which catalyst facilitates the given reaction. (1) Reactant: [CH2:1]([CH:8]([C:12](=[O:14])[CH3:13])[C:9](=[O:11])[CH3:10])[C:2]1[CH:7]=[CH:6][CH:5]=[CH:4][CH:3]=1.[CH:15](=O)[C:16]1[CH:21]=[CH:20][CH:19]=[CH:18][CH:17]=1.B(OCCCC)(OCCCC)O[CH2:25][CH2:26][CH2:27]C.[CH2:39](N)[CH2:40][CH2:41][CH3:42].Cl. Product: [CH2:1]([CH:8]([C:9](=[O:11])[CH:10]=[CH:42][C:41]1[CH:27]=[CH:26][CH:25]=[CH:39][CH:40]=1)[C:12](=[O:14])[CH:13]=[CH:15][C:16]1[CH:21]=[CH:20][CH:19]=[CH:18][CH:17]=1)[C:2]1[CH:7]=[CH:6][CH:5]=[CH:4][CH:3]=1. The catalyst class is: 13. (2) Product: [NH2:5][C:6]([NH2:8])=[O:7].[NH2:8][C:6]([O:3][CH2:1][CH3:2])=[O:7]. The catalyst class is: 6. Reactant: [C:1](O)(=[O:3])[CH3:2].[NH2:5][C:6]([NH2:8])=[O:7].